From a dataset of Full USPTO retrosynthesis dataset with 1.9M reactions from patents (1976-2016). Predict the reactants needed to synthesize the given product. (1) Given the product [CH:28]1([CH2:34][C@H:35]([N:39]2[CH2:47][C:46]3[C:41](=[CH:42][CH:43]=[CH:44][CH:45]=3)[C:40]2=[O:48])[C:36]([NH:49][C:50]2[CH:55]=[CH:54][C:53]([CH3:11])=[CH:52][N:51]=2)=[O:38])[CH2:29][CH2:30][CH2:31][CH2:32][CH2:33]1, predict the reactants needed to synthesize it. The reactants are: F[P-](F)(F)(F)(F)F.N1(O[P+](N(C)C)(N(C)C)N(C)C)C2C=CC=C[C:11]=2N=N1.[CH:28]1([CH2:34][C@H:35]([N:39]2[CH2:47][C:46]3[C:41](=[CH:42][CH:43]=[CH:44][CH:45]=3)[C:40]2=[O:48])[C:36]([OH:38])=O)[CH2:33][CH2:32][CH2:31][CH2:30][CH2:29]1.[NH2:49][C:50]1[CH:55]=[C:54](C)[CH:53]=[CH:52][N:51]=1.C1(C[C@H](N2CC3C(=CC=CC=3)C2=O)C(NC2SC=CN=2)=O)CCCCC1. (2) Given the product [C:1]([O:5][C:6]([NH:8][CH:9]1[CH2:10][CH2:11][NH:12][CH2:13][CH2:14]1)=[O:7])([CH3:4])([CH3:2])[CH3:3], predict the reactants needed to synthesize it. The reactants are: [C:1]([O:5][C:6]([NH:8][CH:9]1[CH2:14][CH2:13][N:12](C(OCC)=O)[CH2:11][CH2:10]1)=[O:7])([CH3:4])([CH3:3])[CH3:2].[OH-].[K+]. (3) Given the product [Br:29][C:7]1[C:8](=[O:16])[N:9]([CH2:13][C:14]#[CH:15])[C:10]([CH3:12])=[CH:11][C:6]=1[O:5][CH2:4][C:3]1[CH:17]=[CH:18][C:19]([F:21])=[CH:20][C:2]=1[F:1], predict the reactants needed to synthesize it. The reactants are: [F:1][C:2]1[CH:20]=[C:19]([F:21])[CH:18]=[CH:17][C:3]=1[CH2:4][O:5][C:6]1[CH:11]=[C:10]([CH3:12])[N:9]([CH2:13][C:14]#[CH:15])[C:8](=[O:16])[CH:7]=1.C1C(=O)N([Br:29])C(=O)C1.